The task is: Predict the reactants needed to synthesize the given product.. This data is from Full USPTO retrosynthesis dataset with 1.9M reactions from patents (1976-2016). (1) Given the product [CH:1]([N:14]1[CH2:19][C@@H:18]2[CH2:20][C@H:15]1[CH2:16][N:17]2[C:21]1[N:26]=[CH:25][C:24]([C:27]([NH:34][OH:32])=[O:28])=[CH:23][N:22]=1)([C:2]1[CH:7]=[CH:6][CH:5]=[CH:4][CH:3]=1)[C:8]1[CH:9]=[CH:10][CH:11]=[CH:12][CH:13]=1, predict the reactants needed to synthesize it. The reactants are: [CH:1]([N:14]1[CH2:19][C@@H:18]2[CH2:20][C@H:15]1[CH2:16][N:17]2[C:21]1[N:26]=[CH:25][C:24]([C:27](OCC)=[O:28])=[CH:23][N:22]=1)([C:8]1[CH:13]=[CH:12][CH:11]=[CH:10][CH:9]=1)[C:2]1[CH:7]=[CH:6][CH:5]=[CH:4][CH:3]=1.[OH-:32].[K+].[NH2:34]O.CO. (2) Given the product [CH3:12][C:9]1([CH3:11])[O:10][CH:6]2[CH:5]([N:13]3[CH:21]=[N:20][C:19]4[C:14]3=[N:15][CH:16]=[N:17][C:18]=4[NH:22][C:23]([NH:25][C:26]3[CH:31]=[CH:30][CH:29]=[CH:28][CH:27]=3)=[O:24])[O:4][CH:3]([CH2:2][O:1][C:39]3[N:47]=[CH:46][CH:45]=[CH:44][C:40]=3[C:41]([OH:43])=[O:42])[CH:7]2[O:8]1, predict the reactants needed to synthesize it. The reactants are: [OH:1][CH2:2][CH:3]1[CH:7]2[O:8][C:9]([CH3:12])([CH3:11])[O:10][CH:6]2[CH:5]([N:13]2[CH:21]=[N:20][C:19]3[C:14]2=[N:15][CH:16]=[N:17][C:18]=3[NH:22][C:23]([NH:25][C:26]2[CH:31]=[CH:30][CH:29]=[CH:28][CH:27]=2)=[O:24])[O:4]1.CC(C)([O-])C.[K+].Cl[C:39]1[N:47]=[CH:46][CH:45]=[CH:44][C:40]=1[C:41]([OH:43])=[O:42]. (3) Given the product [CH3:3][C:2]([OH:41])([C:4]1[CH:5]=[CH:6][CH:7]=[CH:8][C:9]=1[CH2:10][CH2:11][C@@H:12]([S:32][CH2:33][C:34]1([CH2:37][C:38]([O-:40])=[O:39])[CH2:35][CH2:36]1)[C:13]1[CH:14]=[CH:15][CH:16]=[C:17](/[CH:19]=[CH:20]/[C:21]2[CH:22]=[CH:23][C:24]3[CH:25]=[CH:26][C:27]([Cl:31])=[CH:28][C:29]=3[N:30]=2)[CH:18]=1)[CH3:1].[Na+:43], predict the reactants needed to synthesize it. The reactants are: [CH3:1][C:2]([OH:41])([C:4]1[CH:5]=[CH:6][CH:7]=[CH:8][C:9]=1[CH2:10][CH2:11][C@@H:12]([S:32][CH2:33][C:34]1([CH2:37][C:38]([OH:40])=[O:39])[CH2:36][CH2:35]1)[C:13]1[CH:14]=[CH:15][CH:16]=[C:17](/[CH:19]=[CH:20]/[C:21]2[CH:22]=[CH:23][C:24]3[CH:25]=[CH:26][C:27]([Cl:31])=[CH:28][C:29]=3[N:30]=2)[CH:18]=1)[CH3:3].[OH-].[Na+:43].CCCCCCC.